This data is from Forward reaction prediction with 1.9M reactions from USPTO patents (1976-2016). The task is: Predict the product of the given reaction. (1) Given the reactants I[C:2]1[CH:14]=[CH:13][C:5]([C:6]([O:8][C:9]([CH3:12])([CH3:11])[CH3:10])=[O:7])=[CH:4][CH:3]=1.[CH2:15]([OH:19])[CH2:16][C:17]#[CH:18], predict the reaction product. The product is: [OH:19][CH2:15][CH2:16][C:17]#[C:18][C:2]1[CH:14]=[CH:13][C:5]([C:6]([O:8][C:9]([CH3:12])([CH3:11])[CH3:10])=[O:7])=[CH:4][CH:3]=1. (2) Given the reactants [C:1]([N:6]1[CH2:11][CH2:10][C:9](=[O:12])[CH2:8][CH2:7]1)([O:3][CH2:4][CH3:5])=[O:2].B(F)(F)F.[CH3:17]COCC.[N+]([C:27]([O:29][CH2:30][CH3:31])=[O:28])(C([O-])=O)=[N-], predict the reaction product. The product is: [O:12]=[C:9]1[CH2:10][CH2:11][N:6]([C:1]([O:3][CH2:4][CH3:5])=[O:2])[CH2:17][CH2:7][CH:8]1[C:27]([O:29][CH2:30][CH3:31])=[O:28].